From a dataset of TCR-epitope binding with 47,182 pairs between 192 epitopes and 23,139 TCRs. Binary Classification. Given a T-cell receptor sequence (or CDR3 region) and an epitope sequence, predict whether binding occurs between them. (1) The epitope is MPASWVMRI. The TCR CDR3 sequence is CASSLGLAGGDEQFF. Result: 1 (the TCR binds to the epitope). (2) The epitope is VLWAHGFEL. The TCR CDR3 sequence is CASSLSWGQGAYNEQFF. Result: 1 (the TCR binds to the epitope). (3) The epitope is QECVRGTTVL. The TCR CDR3 sequence is CASSLLGSGSDNEQFF. Result: 0 (the TCR does not bind to the epitope). (4) The epitope is GTHWFVTQR. The TCR CDR3 sequence is CASSLGTPYEQYF. Result: 0 (the TCR does not bind to the epitope). (5) The epitope is PROT_97E67BCC. Result: 1 (the TCR binds to the epitope). The TCR CDR3 sequence is CASSERASGTDEQYF. (6) The epitope is RLRAEAQVK. The TCR CDR3 sequence is CASSYTDRGETQYF. Result: 0 (the TCR does not bind to the epitope). (7) The epitope is TPRVTGGGAM. The TCR CDR3 sequence is CASSQHDRGFSTEAFF. Result: 1 (the TCR binds to the epitope).